This data is from Full USPTO retrosynthesis dataset with 1.9M reactions from patents (1976-2016). The task is: Predict the reactants needed to synthesize the given product. (1) Given the product [CH2:8]([O:7][C:5]([CH2:4][N:1]1[C:2](=[O:11])[S:3][N:20]([CH:17]([CH3:19])[CH3:18])[C:21]1=[O:22])=[O:6])[CH3:9], predict the reactants needed to synthesize it. The reactants are: [N:1]([CH2:4][C:5]([O:7][CH2:8][CH3:9])=[O:6])=[C:2]=[S:3].Cl.[O-:11][Mn](=O)(=O)=O.[K+].[CH:17]([N:20]=[C:21]=[O:22])([CH3:19])[CH3:18]. (2) Given the product [CH3:27][S:28]([O:14][CH2:13][C:3]1[C:2]([F:1])=[C:7]([O:8][CH3:9])[CH:6]=[C:5]([O:10][CH3:11])[C:4]=1[F:12])(=[O:30])=[O:29], predict the reactants needed to synthesize it. The reactants are: [F:1][C:2]1[C:7]([O:8][CH3:9])=[CH:6][C:5]([O:10][CH3:11])=[C:4]([F:12])[C:3]=1[CH2:13][OH:14].C(N(CC)CC)C.O1CCCC1.[CH3:27][S:28](Cl)(=[O:30])=[O:29]. (3) Given the product [Cl:26][C:23]1[CH:24]=[CH:25][C:20]([C@H:17]([NH:16][C:12]2[CH:11]=[C:10]([CH:15]=[CH:14][CH:13]=2)[CH2:9][N:7]2[CH2:6][C:5]([CH3:28])([C:3]([OH:4])=[O:2])[CH2:8]2)[CH2:18][CH3:19])=[CH:21][C:22]=1[CH3:27], predict the reactants needed to synthesize it. The reactants are: C[O:2][C:3]([C:5]1([CH3:28])[CH2:8][N:7]([CH2:9][C:10]2[CH:15]=[CH:14][CH:13]=[C:12]([NH:16][C@@H:17]([C:20]3[CH:25]=[CH:24][C:23]([Cl:26])=[C:22]([CH3:27])[CH:21]=3)[CH2:18][CH3:19])[CH:11]=2)[CH2:6]1)=[O:4].[Li+].[OH-].Cl. (4) The reactants are: [Br:1][C:2]1[C:6]2=[N:7][CH:8]=[CH:9][CH:10]=[C:5]2[NH:4][N:3]=1.[CH2:11](I)[CH3:12].C([O-])([O-])=O.[K+].[K+].O. Given the product [Br:1][C:2]1[C:6]2=[N:7][CH:8]=[CH:9][CH:10]=[C:5]2[N:4]([CH2:11][CH3:12])[N:3]=1, predict the reactants needed to synthesize it. (5) The reactants are: Cl.Cl.[O:3]1[C:8]2=[CH:9][CH:10]=[CH:11][C:7]2=[CH:6][C:5]([CH:12]2[CH2:17][CH2:16][CH2:15][CH2:14][N:13]2[CH2:18][CH2:19][C@H:20]2[CH2:25][CH2:24][C@H:23]([NH2:26])[CH2:22][CH2:21]2)=[CH:4]1.C(N(CC)CC)C.[CH3:34][S:35](Cl)(=[O:37])=[O:36]. Given the product [O:3]1[C:8]2=[CH:9][CH:10]=[CH:11][C:7]2=[CH:6][C:5]([CH:12]2[CH2:17][CH2:16][CH2:15][CH2:14][N:13]2[CH2:18][CH2:19][C@H:20]2[CH2:21][CH2:22][C@H:23]([NH:26][S:35]([CH3:34])(=[O:37])=[O:36])[CH2:24][CH2:25]2)=[CH:4]1, predict the reactants needed to synthesize it. (6) The reactants are: [Cl:1][C:2]1[CH:10]=[CH:9][C:5]([C:6](O)=[O:7])=[C:4]([O:11][CH3:12])[CH:3]=1.S(Cl)([Cl:15])=O. Given the product [Cl:1][C:2]1[CH:10]=[CH:9][C:5]([C:6]([Cl:15])=[O:7])=[C:4]([O:11][CH3:12])[CH:3]=1, predict the reactants needed to synthesize it. (7) Given the product [Cl:56][C:57]1[CH:58]=[CH:59][C:60]([C:63]2[N:65]=[C:9]([C:8]3[CH:7]=[CH:6][C:5]([CH2:1][CH:2]([CH3:3])[CH3:4])=[CH:13][CH:12]=3)[O:11][N:64]=2)=[CH:61][N:62]=1, predict the reactants needed to synthesize it. The reactants are: [CH2:1]([C:5]1[CH:13]=[CH:12][C:8]([C:9]([OH:11])=O)=[CH:7][CH:6]=1)[CH:2]([CH3:4])[CH3:3].C1CN([P+](ON2N=NC3C=CC=CC2=3)(N2CCCC2)N2CCCC2)CC1.F[P-](F)(F)(F)(F)F.C(N(C(C)C)CC)(C)C.[Cl:56][C:57]1[N:62]=[CH:61][C:60]([C:63](=[N:65]O)[NH2:64])=[CH:59][CH:58]=1.CCCC[N+](CCCC)(CCCC)CCCC.[F-]. (8) The reactants are: [N:1]1[CH:6]=[CH:5][C:4]([C:7]2[NH:11][N:10]=[C:9]([NH:12]C(=O)C)[CH:8]=2)=[CH:3][CH:2]=1. Given the product [N:1]1[CH:2]=[CH:3][C:4]([C:7]2[NH:11][N:10]=[C:9]([NH2:12])[CH:8]=2)=[CH:5][CH:6]=1, predict the reactants needed to synthesize it. (9) The reactants are: [CH:1]([N:4]1[CH2:9][CH2:8][N:7]([C:10]([C:12]2[CH:13]=[C:14]3[C:18](=[CH:19][CH:20]=2)[NH:17][C:16]([C:21](O)=[O:22])=[CH:15]3)=[O:11])[CH2:6][CH2:5]1)([CH3:3])[CH3:2].Cl.F[B-](F)(F)F.[N:30]1(OC(N(C)C)=[N+](C)C)[C:34]2C=[CH:36][CH:37]=[CH:38][C:33]=2N=N1.N1CCCCC1.C(N(CC)C(C)C)(C)C. Given the product [CH:1]([N:4]1[CH2:9][CH2:8][N:7]([C:10]([C:12]2[CH:13]=[C:14]3[C:18](=[CH:19][CH:20]=2)[NH:17][C:16]([C:21]([N:30]2[CH2:36][CH2:37][CH2:38][CH2:33][CH2:34]2)=[O:22])=[CH:15]3)=[O:11])[CH2:6][CH2:5]1)([CH3:2])[CH3:3], predict the reactants needed to synthesize it.